From a dataset of Forward reaction prediction with 1.9M reactions from USPTO patents (1976-2016). Predict the product of the given reaction. The product is: [Br:1][C:2]1[C:7]2[C:8](=[O:14])[NH:9][CH2:10][O:11][C:6]=2[C:5]([O:15][CH3:16])=[CH:4][CH:3]=1. Given the reactants [Br:1][C:2]1[C:7]2[C:8](=[O:14])[N:9](CO)[CH2:10][O:11][C:6]=2[C:5]([O:15][CH3:16])=[CH:4][CH:3]=1, predict the reaction product.